This data is from Full USPTO retrosynthesis dataset with 1.9M reactions from patents (1976-2016). The task is: Predict the reactants needed to synthesize the given product. (1) Given the product [Cl:9][C:6]1[N:5]=[CH:4][C:3]([C:10]([N:12]2[CH2:13][CH2:14][CH:15]([C:18]3[CH:19]=[CH:20][C:21]([F:24])=[CH:22][CH:23]=3)[CH2:16][CH2:17]2)=[O:11])=[C:2]([NH:28][C:27]2[CH:29]=[C:30]([F:33])[CH:31]=[CH:32][C:26]=2[Cl:25])[C:7]=1[CH3:8], predict the reactants needed to synthesize it. The reactants are: Cl[C:2]1[C:7]([CH3:8])=[C:6]([Cl:9])[N:5]=[CH:4][C:3]=1[C:10]([N:12]1[CH2:17][CH2:16][CH:15]([C:18]2[CH:23]=[CH:22][C:21]([F:24])=[CH:20][CH:19]=2)[CH2:14][CH2:13]1)=[O:11].[Cl:25][C:26]1[CH:32]=[CH:31][C:30]([F:33])=[CH:29][C:27]=1[NH2:28]. (2) Given the product [CH:30]1([NH:36][CH2:2][C:3]2[N:4]([CH3:29])[C:5]3[C:10]([CH:11]=2)=[CH:9][C:8]([NH:12][C:13]([NH:15][C:16]2[CH:21]=[CH:20][C:19]([O:22][C:23]4[CH:28]=[CH:27][CH:26]=[CH:25][CH:24]=4)=[CH:18][CH:17]=2)=[O:14])=[CH:7][CH:6]=3)[CH2:35][CH2:34][CH2:33][CH2:32][CH2:31]1, predict the reactants needed to synthesize it. The reactants are: O[CH2:2][C:3]1[N:4]([CH3:29])[C:5]2[C:10]([CH:11]=1)=[CH:9][C:8]([NH:12][C:13]([NH:15][C:16]1[CH:21]=[CH:20][C:19]([O:22][C:23]3[CH:28]=[CH:27][CH:26]=[CH:25][CH:24]=3)=[CH:18][CH:17]=1)=[O:14])=[CH:7][CH:6]=2.[CH:30]1([NH2:36])[CH2:35][CH2:34][CH2:33][CH2:32][CH2:31]1. (3) Given the product [F:1][C:2]1[C:3]2[N:4]([C:14]([S:17][C:19]3[CH:20]=[C:21]4[C:26](=[CH:27][CH:28]=3)[N:25]=[CH:24][C:23]([N:29]3[CH2:33][CH2:32][O:31][C:30]3=[O:34])=[C:22]4[O:35][CH3:36])=[N:15][N:16]=2)[CH:5]=[C:6]([C:8]2[CH:9]=[N:10][N:11]([CH3:13])[CH:12]=2)[CH:7]=1, predict the reactants needed to synthesize it. The reactants are: [F:1][C:2]1[C:3]2[N:4]([C:14]([SH:17])=[N:15][N:16]=2)[CH:5]=[C:6]([C:8]2[CH:9]=[N:10][N:11]([CH3:13])[CH:12]=2)[CH:7]=1.Br[C:19]1[CH:20]=[C:21]2[C:26](=[CH:27][CH:28]=1)[N:25]=[CH:24][C:23]([N:29]1[CH2:33][CH2:32][O:31][C:30]1=[O:34])=[C:22]2[O:35][CH3:36].C1(P(C2C=CC=CC=2)C2C3OC4C(=CC=CC=4P(C4C=CC=CC=4)C4C=CC=CC=4)C(C)(C)C=3C=CC=2)C=CC=CC=1.CC(C)([O-])C.[Na+]. (4) Given the product [CH:2]1([CH2:8][C@H:9]([NH:17][C:18]([C@@H:19]([NH:30][C:48](=[O:49])[C@H:47]([CH2:51][CH2:52][CH2:53][CH3:54])[CH2:46][C:44]([N:43]([CH2:42][C:35]2[CH:36]=[CH:37][C:38]([O:40][CH3:41])=[CH:39][C:34]=2[O:33][CH3:32])[O:55][CH2:56][C:57]2[CH:58]=[CH:59][C:60]([O:63][CH3:64])=[CH:61][CH:62]=2)=[O:45])[CH2:20][C:21]2[C:22]3[CH:29]=[CH:28][CH:27]=[CH:26][C:23]=3[S:24][CH:25]=2)=[O:31])[C:10](=[O:16])[NH:11][CH2:12][CH2:13][O:14][CH3:15])[CH2:3][CH2:4][CH2:5][CH2:6][CH2:7]1, predict the reactants needed to synthesize it. The reactants are: Cl.[CH:2]1([CH2:8][C@H:9]([NH:17][C:18](=[O:31])[C@@H:19]([NH2:30])[CH2:20][C:21]2[C:22]3[CH:29]=[CH:28][CH:27]=[CH:26][C:23]=3[S:24][CH:25]=2)[C:10](=[O:16])[NH:11][CH2:12][CH2:13][O:14][CH3:15])[CH2:7][CH2:6][CH2:5][CH2:4][CH2:3]1.[CH3:32][O:33][C:34]1[CH:39]=[C:38]([O:40][CH3:41])[CH:37]=[CH:36][C:35]=1[CH2:42][N:43]([O:55][CH2:56][C:57]1[CH:62]=[CH:61][C:60]([O:63][CH3:64])=[CH:59][CH:58]=1)[C:44]([CH2:46][C@@H:47]([CH2:51][CH2:52][CH2:53][CH3:54])[C:48](O)=[O:49])=[O:45].[Na].C(Cl)CCl.C1C=CC2N(O)N=NC=2C=1.CN1CCOCC1. (5) Given the product [Cl:1][C:2]1[CH:3]=[C:4]([C:8]2[C:12]([NH:13][C:14]([C:16]3[CH:17]=[N:18][N:19]4[CH:24]=[CH:23][CH:22]=[N:21][C:20]=34)=[O:15])=[CH:11][N:10]([CH:31]([CH3:33])[CH3:32])[N:9]=2)[CH:5]=[CH:6][CH:7]=1, predict the reactants needed to synthesize it. The reactants are: [Cl:1][C:2]1[CH:3]=[C:4]([C:8]2[C:12]([NH:13][C:14]([C:16]3[CH:17]=[N:18][N:19]4[CH:24]=[CH:23][CH:22]=[N:21][C:20]=34)=[O:15])=[CH:11][NH:10][N:9]=2)[CH:5]=[CH:6][CH:7]=1.C(=O)([O-])[O-].[Cs+].[Cs+].[CH:31](I)([CH3:33])[CH3:32]. (6) Given the product [CH:9]1[C:10]2[NH:11][C:12]3[C:17](=[CH:16][CH:15]=[CH:14][CH:13]=3)[C:18]=2[C:6]([O:5][CH2:4][C@@H:2]([OH:1])[CH2:3][NH:19][CH2:20][CH:21]2[CH2:26][CH2:25][N:24]([CH2:27][CH2:28][CH2:29][CH2:30][CH2:31][CH2:32][CH2:33][CH2:34][CH2:35][CH2:36][CH2:37][CH2:38][CH3:39])[CH2:23][CH2:22]2)=[CH:7][CH:8]=1, predict the reactants needed to synthesize it. The reactants are: [O:1]1[CH2:3][C@H:2]1[CH2:4][O:5][C:6]1[C:18]2[C:17]3[C:12](=[CH:13][CH:14]=[CH:15][CH:16]=3)[NH:11][C:10]=2[CH:9]=[CH:8][CH:7]=1.[NH2:19][CH2:20][CH:21]1[CH2:26][CH2:25][N:24]([CH2:27][CH2:28][CH2:29][CH2:30][CH2:31][CH2:32][CH2:33][CH2:34][CH2:35][CH2:36][CH2:37][CH2:38][CH3:39])[CH2:23][CH2:22]1. (7) Given the product [CH:1]([C:3]1[CH:10]=[CH:9][C:6]([CH2:7][N:11]2[CH2:16][CH2:15][O:14][CH2:13][CH2:12]2)=[CH:5][CH:4]=1)=[CH2:2], predict the reactants needed to synthesize it. The reactants are: [CH:1]([C:3]1[CH:10]=[CH:9][C:6]([CH2:7]Cl)=[CH:5][CH:4]=1)=[CH2:2].[NH:11]1[CH2:16][CH2:15][O:14][CH2:13][CH2:12]1. (8) The reactants are: [CH3:1][S:2](Cl)(=[O:4])=[O:3].[F:6][C:7]1[CH:12]=[CH:11][C:10]([O:13][CH3:14])=[CH:9][C:8]=1[C:15]1[CH:20]=[CH:19][C:18]([O:21][CH2:22][C:23]2[CH:28]=[CH:27][C:26]([O:29][CH3:30])=[CH:25][CH:24]=2)=[CH:17][C:16]=1[CH2:31][OH:32].O. Given the product [CH3:1][S:2]([O:32][CH2:31][C:16]1[CH:17]=[C:18]([O:21][CH2:22][C:23]2[CH:28]=[CH:27][C:26]([O:29][CH3:30])=[CH:25][CH:24]=2)[CH:19]=[CH:20][C:15]=1[C:8]1[CH:9]=[C:10]([O:13][CH3:14])[CH:11]=[CH:12][C:7]=1[F:6])(=[O:4])=[O:3], predict the reactants needed to synthesize it. (9) Given the product [CH3:23][O:22][C:16]1[CH:15]=[C:14]([NH:11][C:12]([NH:10][CH2:9][CH2:8][CH2:7][N:6]2[C:2]([CH3:1])=[CH:3][N:4]=[CH:5]2)=[S:13])[CH:19]=[CH:18][C:17]=1[O:20][CH3:21], predict the reactants needed to synthesize it. The reactants are: [CH3:1][C:2]1[N:6]([CH2:7][CH2:8][CH2:9][NH2:10])[CH:5]=[N:4][CH:3]=1.[N:11]([C:14]1[CH:19]=[CH:18][C:17]([O:20][CH3:21])=[C:16]([O:22][CH3:23])[CH:15]=1)=[C:12]=[S:13]. (10) Given the product [C:1]([O:5][CH:6]([C:11]1[N:16]([CH3:17])[C:15](=[O:18])[C:14]2[N:19]([CH2:49][C:48]3[CH:51]=[CH:52][C:45]([Cl:44])=[C:46]([F:53])[CH:47]=3)[CH:20]=[CH:21][C:13]=2[C:12]=1[C:22]1[CH:27]=[CH:26][C:25]([CH3:28])=[CH:24][CH:23]=1)[C:7]([O:9][CH3:10])=[O:8])([CH3:4])([CH3:3])[CH3:2], predict the reactants needed to synthesize it. The reactants are: [C:1]([O:5][CH:6]([C:11]1[N:16]([CH3:17])[C:15](=[O:18])[C:14]2[NH:19][CH:20]=[CH:21][C:13]=2[C:12]=1[C:22]1[CH:27]=[CH:26][C:25]([CH3:28])=[CH:24][CH:23]=1)[C:7]([O:9][CH3:10])=[O:8])([CH3:4])([CH3:3])[CH3:2].C([O-])([O-])=O.[K+].[K+].CCN(C(C)C)C(C)C.[Cl:44][C:45]1[CH:52]=[CH:51][C:48]([CH2:49]Br)=[CH:47][C:46]=1[F:53].